From a dataset of Full USPTO retrosynthesis dataset with 1.9M reactions from patents (1976-2016). Predict the reactants needed to synthesize the given product. (1) The reactants are: [Cl:1][C:2]1[CH:7]=[CH:6][C:5]([CH:8]([C:10]2[N:11]([CH3:16])[C:12]([SH:15])=[N:13][CH:14]=2)[OH:9])=[CH:4][CH:3]=1.Br[CH2:18][CH2:19][CH3:20]. Given the product [Cl:1][C:2]1[CH:3]=[CH:4][C:5]([CH:8]([C:10]2[N:11]([CH3:16])[C:12]([S:15][CH2:18][CH2:19][CH3:20])=[N:13][CH:14]=2)[OH:9])=[CH:6][CH:7]=1, predict the reactants needed to synthesize it. (2) Given the product [CH2:1]([O:3][C:4](=[O:10])[CH2:5][CH2:6][NH:7][C:8]([NH:11][C:12]1[N:17]=[N:16][C:15]([N:18]2[CH2:19][CH2:20][N:21]([C:24](=[O:25])[C:26]3[CH:31]=[CH:30][CH:29]=[CH:28][C:27]=3[C:32]([F:35])([F:34])[F:33])[CH2:22][CH2:23]2)=[CH:14][CH:13]=1)=[O:9])[CH3:2], predict the reactants needed to synthesize it. The reactants are: [CH2:1]([O:3][C:4](=[O:10])[CH2:5][CH2:6][N:7]=[C:8]=[O:9])[CH3:2].[NH2:11][C:12]1[N:17]=[N:16][C:15]([N:18]2[CH2:23][CH2:22][N:21]([C:24]([C:26]3[CH:31]=[CH:30][CH:29]=[CH:28][C:27]=3[C:32]([F:35])([F:34])[F:33])=[O:25])[CH2:20][CH2:19]2)=[CH:14][CH:13]=1.